Predict the reactants needed to synthesize the given product. From a dataset of Full USPTO retrosynthesis dataset with 1.9M reactions from patents (1976-2016). (1) Given the product [Cl:1][C:2]1[C:10](/[CH:11]=[N:12]/[O:13][CH2:14][CH:15]2[CH2:17][CH2:16]2)=[C:9]([Cl:18])[CH:8]=[CH:7][C:3]=1[C:4]([NH:25][C:21]1[C:20]([CH3:19])=[N:24][O:23][N:22]=1)=[O:6], predict the reactants needed to synthesize it. The reactants are: [Cl:1][C:2]1[C:10]([CH:11]=[N:12][O:13][CH2:14][CH:15]2[CH2:17][CH2:16]2)=[C:9]([Cl:18])[CH:8]=[CH:7][C:3]=1[C:4]([OH:6])=O.[CH3:19][C:20]1[C:21]([NH2:25])=[N:22][O:23][N:24]=1.C(N(CC)CC)C. (2) Given the product [CH3:25][O:24][C:7]1[CH:6]=[CH:5][C:4]2[N:3]=[C:2]([NH:36][C:34]3[CH:33]=[CH:32][C:31]4[N:27]([CH3:26])[CH:28]=[N:29][C:30]=4[CH:35]=3)[C:11]3=[N:12][NH:13][CH:14]=[C:10]3[C:9]=2[CH:8]=1, predict the reactants needed to synthesize it. The reactants are: Cl[C:2]1[C:11]2=[N:12][N:13](CC3C=CC(OC)=CC=3)[CH:14]=[C:10]2[C:9]2[CH:8]=[C:7]([O:24][CH3:25])[CH:6]=[CH:5][C:4]=2[N:3]=1.[CH3:26][N:27]1[C:31]2[CH:32]=[CH:33][C:34]([NH2:36])=[CH:35][C:30]=2[N:29]=[CH:28]1.Cl. (3) Given the product [CH3:1][N:2]1[C@@H:19]2[CH2:20][C:7]3[CH:8]=[CH:9][C:10]([O:21][CH3:22])=[C:11]4[O:12][C@H:13]5[C:14]([CH2:16][CH2:17][C@@H:18]2[C@:5]5([C:6]=34)[CH2:4][CH2:3]1)=[O:15], predict the reactants needed to synthesize it. The reactants are: [CH3:1][N:2]1[C@@H:19]2[CH2:20][C:7]3[CH:8]=[CH:9][C:10]([O:21][CH3:22])=[C:11]4[O:12][C@H:13]5[C:14]([CH2:16][CH2:17][C@@H:18]2[C@:5]5([C:6]=34)[CH2:4][CH2:3]1)=[O:15].C(O)(C(O)=O)C(O)C(O)=O.C([O-])(=O)CCCCCCCCCCCCCCCCC.[Mg+2].C([O-])(=O)CCCCCCCCCCCCCCCCC. (4) Given the product [CH2:1]([N:3]1[C:12]2[C:7](=[CH:8][C:9]([N:13]([CH2:31][C:32]3[CH:37]=[CH:36][C:35]([O:38][CH3:39])=[CH:34][CH:33]=3)[S:14]([CH2:17][CH2:18][C:19]([O:21][CH2:22][CH3:23])=[O:20])(=[O:15])=[O:16])=[CH:10][CH:11]=2)[C:6](=[O:24])[N:5]([CH2:25][CH3:26])[C:4]1=[O:27])[CH3:2], predict the reactants needed to synthesize it. The reactants are: [CH2:1]([N:3]1[C:12]2[C:7](=[CH:8][C:9]([NH:13][S:14]([CH2:17][CH2:18][C:19]([O:21][CH2:22][CH3:23])=[O:20])(=[O:16])=[O:15])=[CH:10][CH:11]=2)[C:6](=[O:24])[N:5]([CH2:25][CH3:26])[C:4]1=[O:27])[CH3:2].[H-].[Na+].Cl[CH2:31][C:32]1[CH:37]=[CH:36][C:35]([O:38][CH3:39])=[CH:34][CH:33]=1.O.